From a dataset of Reaction yield outcomes from USPTO patents with 853,638 reactions. Predict the reaction yield, written as a fraction of the theoretical maximum amount of product (1.0 means a 100% yield; for example, 0.34 means a 34% yield). (1) The reactants are [CH:1]1([CH:7]([OH:42])[CH2:8][N:9]2[C:14](=[O:15])[C:13]([CH2:16][C:17]3[CH:22]=[CH:21][C:20]([C:23]4[CH:28]=[CH:27][CH:26]=[CH:25][C:24]=4[C:29]4[NH:33][C:32](=[O:34])[O:31][N:30]=4)=[CH:19][CH:18]=3)=[C:12]([CH2:35][CH2:36][CH3:37])[N:11]3[N:38]=[C:39]([CH3:41])[N:40]=[C:10]23)[CH2:6][CH2:5][CH2:4][CH2:3][CH2:2]1.CC(OI1(OC(C)=O)(OC(C)=O)OC(=O)C2C=CC=CC1=2)=O.C(=O)([O-])O.[Na+].O.O.O.O.O.S([O-])([O-])(=O)=S.[Na+].[Na+]. The catalyst is C(OCC)(=O)C.C(#N)C. The product is [CH:1]1([C:7](=[O:42])[CH2:8][N:9]2[C:14](=[O:15])[C:13]([CH2:16][C:17]3[CH:18]=[CH:19][C:20]([C:23]4[CH:28]=[CH:27][CH:26]=[CH:25][C:24]=4[C:29]4[NH:33][C:32](=[O:34])[O:31][N:30]=4)=[CH:21][CH:22]=3)=[C:12]([CH2:35][CH2:36][CH3:37])[N:11]3[N:38]=[C:39]([CH3:41])[N:40]=[C:10]23)[CH2:6][CH2:5][CH2:4][CH2:3][CH2:2]1. The yield is 0.870. (2) The reactants are C[O:2][C:3]1[CH:8]=[CH:7][C:6]([S:9][C:10]2[N:15]=[C:14]([CH3:16])[C:13]([CH2:17][N:18]3[CH2:23][CH2:22][CH:21]([N:24]4[C@H:28]([C:29]5[CH:34]=[CH:33][CH:32]=[CH:31][CH:30]=5)[CH2:27][NH:26][C:25]4=[O:35])[CH2:20][CH2:19]3)=[CH:12][CH:11]=2)=[CH:5][CH:4]=1.B(Br)(Br)Br.CO. The catalyst is C(Cl)Cl. The product is [OH:2][C:3]1[CH:4]=[CH:5][C:6]([S:9][C:10]2[N:15]=[C:14]([CH3:16])[C:13]([CH2:17][N:18]3[CH2:23][CH2:22][CH:21]([N:24]4[C@H:28]([C:29]5[CH:30]=[CH:31][CH:32]=[CH:33][CH:34]=5)[CH2:27][NH:26][C:25]4=[O:35])[CH2:20][CH2:19]3)=[CH:12][CH:11]=2)=[CH:7][CH:8]=1. The yield is 0.720. (3) The reactants are [Cl:1][C:2]1[C:7]([CH3:8])=[CH:6][C:5]([NH:9][CH:10]2[CH2:15][CH2:14][N:13]([C@H:16]3[CH2:21][CH2:20][C@H:19]([O:22][CH3:23])[CH2:18][CH2:17]3)[CH2:12][CH2:11]2)=[C:4]([N+:24]([O-])=O)[CH:3]=1.O.NN. The catalyst is C(O)C.[Ni]. The product is [NH2:24][C:4]1[CH:3]=[C:2]([Cl:1])[C:7]([CH3:8])=[CH:6][C:5]=1[NH:9][CH:10]1[CH2:11][CH2:12][N:13]([C@H:16]2[CH2:21][CH2:20][C@H:19]([O:22][CH3:23])[CH2:18][CH2:17]2)[CH2:14][CH2:15]1. The yield is 0.990. (4) The reactants are [Cl:1][C:2]1[C:3]([F:23])=[C:4]([CH:20]=[CH:21][CH:22]=1)[C:5]([C@@H:7]1[CH2:12][CH2:11][CH2:10][N:9]([C:13]([O:15][C:16]([CH3:19])([CH3:18])[CH3:17])=[O:14])[CH2:8]1)=[O:6].[BH4-].[Na+]. The catalyst is CO. The product is [Cl:1][C:2]1[C:3]([F:23])=[C:4]([CH:5]([OH:6])[C@@H:7]2[CH2:12][CH2:11][CH2:10][N:9]([C:13]([O:15][C:16]([CH3:17])([CH3:18])[CH3:19])=[O:14])[CH2:8]2)[CH:20]=[CH:21][CH:22]=1. The yield is 0.560. (5) The reactants are [CH2:1]([O:8][C:9]1[CH:14]=[CH:13][CH:12]=[C:11](Br)[N:10]=1)[C:2]1[CH:7]=[CH:6][CH:5]=[CH:4][CH:3]=1.[NH:16]1[CH2:20][CH2:19][CH2:18][CH2:17]1.O. The catalyst is C(OCC)(=O)C.CCCCCC. The product is [CH2:1]([O:8][C:9]1[CH:14]=[CH:13][CH:12]=[C:11]([N:16]2[CH2:20][CH2:19][CH2:18][CH2:17]2)[N:10]=1)[C:2]1[CH:7]=[CH:6][CH:5]=[CH:4][CH:3]=1. The yield is 0.950.